This data is from Reaction yield outcomes from USPTO patents with 853,638 reactions. The task is: Predict the reaction yield, written as a fraction of the theoretical maximum amount of product (1.0 means a 100% yield; for example, 0.34 means a 34% yield). (1) The reactants are [C:1]([O:5][C:6]([N:8]1[CH2:13][C:12](=O)[N:11]([C:15]2[CH:20]=[CH:19][CH:18]=[C:17]([O:21][CH2:22][CH2:23][CH2:24][O:25][CH3:26])[CH:16]=2)[CH2:10][C:9]1([CH3:28])[CH3:27])=[O:7])([CH3:4])([CH3:3])[CH3:2].[OH-].[Na+].O. The catalyst is O1CCCC1. The product is [C:1]([O:5][C:6]([N:8]1[CH2:13][CH2:12][N:11]([C:15]2[CH:20]=[CH:19][CH:18]=[C:17]([O:21][CH2:22][CH2:23][CH2:24][O:25][CH3:26])[CH:16]=2)[CH2:10][C:9]1([CH3:28])[CH3:27])=[O:7])([CH3:4])([CH3:3])[CH3:2]. The yield is 0.820. (2) The reactants are [OH:1][C:2]1[CH:11]=[C:10]2[C:5]([C:6](=[O:12])[CH2:7][CH2:8][O:9]2)=[CH:4][CH:3]=1.[C:13]([O-])([O-])=O.[K+].[K+].CI. The catalyst is O1CCCC1. The yield is 0.721. The product is [CH3:13][O:1][C:2]1[CH:11]=[C:10]2[C:5]([C:6](=[O:12])[CH2:7][CH2:8][O:9]2)=[CH:4][CH:3]=1. (3) The reactants are [O:1]=[C:2]1[CH2:5][CH:4]([C:6]([OH:8])=[O:7])[CH2:3]1.[CH2:9](C(CC)(CC)C([O-])([O-])[O-])[CH3:10]. The catalyst is C1(C)C=CC=CC=1. The product is [CH2:9]([O:7][C:6]([CH:4]1[CH2:5][C:2](=[O:1])[CH2:3]1)=[O:8])[CH3:10]. The yield is 0.800. (4) The reactants are [C:1]([C:4]1[C:5]([OH:13])=[C:6]([CH:10]=[CH:11][CH:12]=1)[C:7]([OH:9])=[O:8])(=[O:3])[CH3:2].OS(O)(=O)=O.[CH3:19]O. No catalyst specified. The product is [C:1]([C:4]1[C:5]([OH:13])=[C:6]([CH:10]=[CH:11][CH:12]=1)[C:7]([O:9][CH3:19])=[O:8])(=[O:3])[CH3:2]. The yield is 0.200. (5) The reactants are [CH3:1][C:2]1[C:7]([CH:8]([CH2:13][CH2:14][CH3:15])[C:9]([O:11]C)=[O:10])=[C:6]([C:16]2[CH:25]=[CH:24][C:23]3[C:18](=[CH:19][CH:20]=[CH:21][CH:22]=3)[CH:17]=2)[N:5]=[C:4]([C:26]2[CH:31]=[CH:30][CH:29]=[CH:28][CH:27]=2)[N:3]=1.[OH-].[Na+]. The catalyst is CO. The product is [CH3:1][C:2]1[C:7]([CH:8]([CH2:13][CH2:14][CH3:15])[C:9]([OH:11])=[O:10])=[C:6]([C:16]2[CH:25]=[CH:24][C:23]3[C:18](=[CH:19][CH:20]=[CH:21][CH:22]=3)[CH:17]=2)[N:5]=[C:4]([C:26]2[CH:31]=[CH:30][CH:29]=[CH:28][CH:27]=2)[N:3]=1. The yield is 0.920. (6) The reactants are [Cl:1][C:2]1[CH:31]=[CH:30][C:5]([CH2:6][CH2:7][NH:8][C:9]([C:11]2[CH:29]=[CH:28][C:14]([O:15][C:16]3[CH:21]=[CH:20][C:19]([CH2:22][C:23]([O:25]C)=[O:24])=[CH:18][C:17]=3[Cl:27])=[CH:13][CH:12]=2)=[O:10])=[CH:4][CH:3]=1.[OH-].[Na+].O. The catalyst is C1COCC1.C(Cl)Cl.Cl. The product is [Cl:1][C:2]1[CH:3]=[CH:4][C:5]([CH2:6][CH2:7][NH:8][C:9]([C:11]2[CH:12]=[CH:13][C:14]([O:15][C:16]3[CH:21]=[CH:20][C:19]([CH2:22][C:23]([OH:25])=[O:24])=[CH:18][C:17]=3[Cl:27])=[CH:28][CH:29]=2)=[O:10])=[CH:30][CH:31]=1. The yield is 0.594. (7) The reactants are O=C1C2C=CC=CC=2C(=O)[N:3]1[CH2:12][C@@H:13]([NH:21][C:22]([NH:24][NH:25][C:26]([C:28]1[CH:29]=[C:30]2[C:34](=[CH:35][CH:36]=1)[NH:33][N:32]=[C:31]2[CH:37]([CH3:39])[CH3:38])=O)=[S:23])[CH2:14][C:15]1[CH:20]=[CH:19][CH:18]=[CH:17][CH:16]=1.N[C@@H](CC1C=CC=CC=1)CN1C(=O)C2C=CC=CC=2C1=O.C(N(CC)CC)C.N1C=CC=CC=1OC(OC1C=CC=CN=1)=S.CC(C1C2C(=CC=C(C(NN)=O)C=2)NN=1)C. No catalyst specified. The product is [NH2:3][CH2:12][C@@H:13]([NH:21][C:22]1[S:23][C:26]([C:28]2[CH:29]=[C:30]3[C:34](=[CH:35][CH:36]=2)[NH:33][N:32]=[C:31]3[CH:37]([CH3:39])[CH3:38])=[N:25][N:24]=1)[CH2:14][C:15]1[CH:20]=[CH:19][CH:18]=[CH:17][CH:16]=1. The yield is 0.790.